This data is from Forward reaction prediction with 1.9M reactions from USPTO patents (1976-2016). The task is: Predict the product of the given reaction. (1) Given the reactants [Cl:1][C:2]1[C:7]([Cl:8])=[CH:6][CH:5]=[CH:4][C:3]=1[S:9]([NH2:12])(=[O:11])=[O:10].[C:13](=[O:16])([O-])[O-].[Cs+].[Cs+].Cl[C:20]1[C:29](Cl)=[N:28][C:27]2[C:22](=[CH:23][C:24]([Cl:32])=[C:25]([Cl:31])[CH:26]=2)[N:21]=1.Cl, predict the reaction product. The product is: [Cl:1][C:2]1[C:7]([Cl:8])=[CH:6][CH:5]=[CH:4][C:3]=1[S:9]([NH:12][C:29]1[C:20]([O:16][CH3:13])=[N:21][C:22]2[C:27](=[CH:26][C:25]([Cl:31])=[C:24]([Cl:32])[CH:23]=2)[N:28]=1)(=[O:10])=[O:11]. (2) Given the reactants [Br:1][C:2]1[C:3]([C:14]2[S:15][C:16]([C:23](OCC)=[O:24])=[C:17]([C:19]([F:22])([F:21])[F:20])[N:18]=2)=[CH:4][C:5]([NH:8][C:9]([NH:11][CH2:12][CH3:13])=[O:10])=[N:6][CH:7]=1.[BH4-].[Li+].O, predict the reaction product. The product is: [Br:1][C:2]1[C:3]([C:14]2[S:15][C:16]([CH2:23][OH:24])=[C:17]([C:19]([F:22])([F:21])[F:20])[N:18]=2)=[CH:4][C:5]([NH:8][C:9]([NH:11][CH2:12][CH3:13])=[O:10])=[N:6][CH:7]=1. (3) The product is: [Cl:2][C:3]1[CH:11]=[CH:10][CH:9]=[C:8]2[C:4]=1[CH:5]([CH2:15][CH2:16][C:17]1([F:27])[CH2:26][CH2:25][C:20](=[O:21])[CH2:19][CH2:18]1)[N:6]1[CH:14]=[N:13][CH:12]=[C:7]12. Given the reactants Cl.[Cl:2][C:3]1[CH:11]=[CH:10][CH:9]=[C:8]2[C:4]=1[CH:5]([CH2:15][CH2:16][C:17]1([F:27])[CH2:26][CH2:25][C:20]3(OCC[O:21]3)[CH2:19][CH2:18]1)[N:6]1[CH:14]=[N:13][CH:12]=[C:7]12.C([O-])(O)=O.[Na+], predict the reaction product. (4) Given the reactants [CH2:1]([O:3][C:4]([C@@H:6]([NH:15][C@H:16]([C:18]([OH:20])=O)[CH3:17])[CH2:7][CH2:8][C:9]1[CH:14]=[CH:13][CH:12]=[CH:11][CH:10]=1)=[O:5])[CH3:2].[NH:21]1[C@@H:29]2[C@H:24]([CH2:25][CH2:26][CH2:27][CH2:28]2)[CH2:23][C@H:22]1[C:30]([OH:32])=[O:31], predict the reaction product. The product is: [CH3:2][CH2:1][O:3][C:4]([C@@H:6]([NH:15][C@H:16]([C:18]([N:21]1[C@H:22]([C:30]([OH:32])=[O:31])[CH2:23][C@@H:24]2[C@@H:29]1[CH2:28][CH2:27][CH2:26][CH2:25]2)=[O:20])[CH3:17])[CH2:7][CH2:8][C:9]1[CH:10]=[CH:11][CH:12]=[CH:13][CH:14]=1)=[O:5]. (5) Given the reactants [S:1]1[CH2:6][CH2:5][C:4](=O)[CH2:3][CH2:2]1.[C-:8]#[N:9].[K+].[Cl-].[NH4+:12].[OH-].[Na+], predict the reaction product. The product is: [NH2:12][C:4]1([C:8]#[N:9])[CH2:5][CH2:6][S:1][CH2:2][CH2:3]1. (6) Given the reactants C([O:3][C:4](=[O:17])[C:5]([C:7]1[CH:12]=[CH:11][C:10]([S:13][CH:14]2[CH2:16][CH2:15]2)=[CH:9][CH:8]=1)=[O:6])C.[OH-].[Na+].Cl, predict the reaction product. The product is: [CH:14]1([S:13][C:10]2[CH:9]=[CH:8][C:7]([C:5](=[O:6])[C:4]([OH:17])=[O:3])=[CH:12][CH:11]=2)[CH2:16][CH2:15]1. (7) Given the reactants [Cl:1][C:2]1[CH:3]=[C:4]([CH:8]([O:13][Si](CC)(CC)CC)[CH2:9][N+:10]([O-:12])=[O:11])[CH:5]=[CH:6][CH:7]=1, predict the reaction product. The product is: [Cl:1][C:2]1[CH:3]=[C:4]([CH:8]([OH:13])[CH2:9][N+:10]([O-:12])=[O:11])[CH:5]=[CH:6][CH:7]=1. (8) Given the reactants [Cl:1][C:2]1[CH:10]=[C:9]([C:11]([NH:13][CH:14]([C:16]2[NH:20][C:19]3[CH:21]=[CH:22][C:23]([Cl:25])=[CH:24][C:18]=3[N:17]=2)[CH3:15])=[O:12])[CH:8]=[CH:7][C:3]=1[C:4](O)=[O:5].[CH2:26]([NH:28][CH:29]1[CH2:34][CH2:33][N:32](C(OC(C)(C)C)=O)[CH2:31][CH2:30]1)[CH3:27].C(N(C(C)C)CC)(C)C.FC(F)(F)C(O)=O.ClCl, predict the reaction product. The product is: [Cl:1][C:2]1[CH:10]=[C:9]([CH:8]=[CH:7][C:3]=1[C:4]([N:28]([CH2:26][CH3:27])[CH:29]1[CH2:34][CH2:33][NH:32][CH2:31][CH2:30]1)=[O:5])[C:11]([NH:13][CH:14]([C:16]1[NH:20][C:19]2[CH:21]=[CH:22][C:23]([Cl:25])=[CH:24][C:18]=2[N:17]=1)[CH3:15])=[O:12]. (9) Given the reactants [CH2:1]([O:8][C:9]1[CH:14]=[CH:13][C:12](I)=[CH:11][CH:10]=1)[C:2]1[CH:7]=[CH:6][CH:5]=[CH:4][CH:3]=1.[NH:16]1[CH2:21][CH2:20][CH:19]([OH:22])[CH2:18][CH2:17]1.C1CCC(P(C2C(C3C=CC=CC=3)=CC=CC=2)C2CCCCC2)CC1.CC(C)([O-])C.[Na+], predict the reaction product. The product is: [CH2:1]([O:8][C:9]1[CH:14]=[CH:13][C:12]([N:16]2[CH2:21][CH2:20][CH:19]([OH:22])[CH2:18][CH2:17]2)=[CH:11][CH:10]=1)[C:2]1[CH:7]=[CH:6][CH:5]=[CH:4][CH:3]=1. (10) Given the reactants [CH3:1][O:2][C:3]1[CH:33]=[C:32]([O:34][CH3:35])[CH:31]=[CH:30][C:4]=1[CH2:5][N:6]1[C:9](=[O:10])[C@@H:8]([NH:11][C:12](=[O:21])[O:13][CH2:14][C:15]2[CH:20]=[CH:19][CH:18]=[CH:17][CH:16]=2)[C@H:7]1[CH2:22][N:23]1[C:27](=[O:28])[CH2:26][NH:25][C:24]1=[O:29].[C:36]([O:40][C:41](O[C:41]([O:40][C:36]([CH3:39])([CH3:38])[CH3:37])=[O:42])=[O:42])([CH3:39])([CH3:38])[CH3:37].O, predict the reaction product. The product is: [CH2:14]([O:13][C:12]([NH:11][C@@H:8]1[C:9](=[O:10])[N:6]([CH2:5][C:4]2[CH:30]=[CH:31][C:32]([O:34][CH3:35])=[CH:33][C:3]=2[O:2][CH3:1])[C@@H:7]1[CH2:22][N:23]1[C:27](=[O:28])[CH2:26][N:25]([C:41]([O:40][C:36]([CH3:39])([CH3:38])[CH3:37])=[O:42])[C:24]1=[O:29])=[O:21])[C:15]1[CH:16]=[CH:17][CH:18]=[CH:19][CH:20]=1.